From a dataset of Reaction yield outcomes from USPTO patents with 853,638 reactions. Predict the reaction yield, written as a fraction of the theoretical maximum amount of product (1.0 means a 100% yield; for example, 0.34 means a 34% yield). (1) No catalyst specified. The reactants are [CH3:1][NH:2][CH:3]([OH:5])C.C(OC([O:8][C:9]([CH3:12])([CH3:11])[CH3:10])=O)([O:8][C:9]([CH3:12])([CH3:11])[CH3:10])=O.C1C[O:24][CH2:23][CH2:22]1. The product is [C:9]([O:8][C:3]([N:2]([CH2:22][CH2:23][OH:24])[CH3:1])=[O:5])([CH3:12])([CH3:11])[CH3:10]. The yield is 0.950. (2) The catalyst is CN(C=O)C.C1C=CC([P]([Pd]([P](C2C=CC=CC=2)(C2C=CC=CC=2)C2C=CC=CC=2)([P](C2C=CC=CC=2)(C2C=CC=CC=2)C2C=CC=CC=2)[P](C2C=CC=CC=2)(C2C=CC=CC=2)C2C=CC=CC=2)(C2C=CC=CC=2)C2C=CC=CC=2)=CC=1. The yield is 0.560. The reactants are Br[C:2]1[CH:7]=[C:6]([CH:8]2[CH2:12][CH2:11][CH2:10][CH2:9]2)[C:5]([O:13]C(OC)=O)=[CH:4][C:3]=1[NH:18][C:19]([CH:21]1[O:26][C:25]2[CH:27]=[CH:28][C:29]([C:31]#[N:32])=[CH:30][C:24]=2[N:23]([C:33]([O:35][CH2:36][CH3:37])=[O:34])[CH2:22]1)=[O:20].CC1(C)C(C)(C)OB([C:46]2[CH2:47][CH2:48][N:49]([C:52]([O:54][C:55]([CH3:58])([CH3:57])[CH3:56])=[O:53])[CH2:50][CH:51]=2)O1.C([O-])([O-])=O.[Cs+].[Cs+]. The product is [C:55]([O:54][C:52]([N:49]1[CH2:48][CH:47]=[C:46]([C:2]2[CH:7]=[C:6]([CH:8]3[CH2:12][CH2:11][CH2:10][CH2:9]3)[C:5]([OH:13])=[CH:4][C:3]=2[NH:18][C:19]([CH:21]2[O:26][C:25]3[CH:27]=[CH:28][C:29]([C:31]#[N:32])=[CH:30][C:24]=3[N:23]([C:33]([O:35][CH2:36][CH3:37])=[O:34])[CH2:22]2)=[O:20])[CH2:51][CH2:50]1)=[O:53])([CH3:58])([CH3:56])[CH3:57]. (3) The reactants are [NH2:1][C:2]1[N:6](C(OC(C)(C)C)=O)[N:5]=[C:4]([C:14]([CH3:17])([CH3:16])[CH3:15])[CH:3]=1.[N:18]1[CH:23]=[CH:22][C:21]([S:24][C:25]2[CH:26]=[C:27]([CH:29]=[CH:30][CH:31]=2)[NH2:28])=[CH:20][CH:19]=1.C(O)(=O)C[C:34](CC(O)=O)(C(O)=O)[OH:35]. The catalyst is C(Cl)Cl. The product is [C:14]([C:4]1[CH:3]=[C:2]([NH:1][C:34]([NH:28][C:27]2[CH:29]=[CH:30][CH:31]=[C:25]([S:24][C:21]3[CH:20]=[CH:19][N:18]=[CH:23][CH:22]=3)[CH:26]=2)=[O:35])[NH:6][N:5]=1)([CH3:15])([CH3:16])[CH3:17]. The yield is 0.280. (4) The reactants are [CH:1]([P:3](=[O:17])([CH:15]=[CH2:16])[C:4]1[CH:9]=[CH:8][C:7]([N+:10]([O-:12])=[O:11])=[C:6]([O:13][CH3:14])[CH:5]=1)=[CH2:2].Cl.[CH2:19]([NH2:21])[CH3:20].[OH-].[Na+].C(N)C1C=CC=CC=1. The catalyst is C1COCC1. The product is [CH2:19]([N:21]1[CH2:16][CH2:15][P:3](=[O:17])([C:4]2[CH:9]=[CH:8][C:7]([N+:10]([O-:12])=[O:11])=[C:6]([O:13][CH3:14])[CH:5]=2)[CH2:1][CH2:2]1)[CH3:20]. The yield is 0.460. (5) The reactants are O.O.O.O.O.O.O.O.[OH-].[Ba+2].[OH-].O.C(OC(=O)[NH:17][C:18]1[N:19]=[C:20]2[CH:25]=[CH:24][C:23]([I:26])=[N:22][N:21]2[CH:27]=1)C. The catalyst is CN1CCCC1=O. The product is [I:26][C:23]1[CH:24]=[CH:25][C:20]2[N:21]([CH:27]=[C:18]([NH2:17])[N:19]=2)[N:22]=1. The yield is 0.760. (6) The reactants are [CH3:1][C:2]1[N:3]=[CH:4][C:5]([C:8]([OH:10])=[O:9])=[N:6][CH:7]=1.CO[CH:13](OC)[N:14]([CH3:16])[CH3:15].O.[CH3:20]N(C)C=O. No catalyst specified. The product is [CH3:20][O:9][C:8]([C:5]1[CH:4]=[N:3][C:2]([CH:1]=[CH:13][N:14]([CH3:16])[CH3:15])=[CH:7][N:6]=1)=[O:10]. The yield is 0.630. (7) The reactants are ClC1C=C(C=CC=1Cl)CN(C)C(=O)C=C1C(=O)OC(C)(C)O1.C=O.[CH2:25]([C:28]([NH:30][CH2:31][C:32]([OH:34])=[O:33])=[O:29])[CH2:26][NH2:27].[Cl:35][C:36]1[CH:37]=[C:38]([CH:61]=[CH:62][C:63]=1[Cl:64])[CH2:39][N:40]([CH3:60])[C:41]([C:43]1[CH2:47]N(CCC(NCCC(O)=O)=O)[C:45](=[O:58])[C:44]=1[OH:59])=[O:42]. No catalyst specified. The product is [Cl:35][C:36]1[CH:37]=[C:38]([CH:61]=[CH:62][C:63]=1[Cl:64])[CH2:39][N:40]([CH3:60])[C:41]([C:43]1[CH2:47][N:27]([CH2:26][CH2:25][C:28]([NH:30][CH2:31][C:32]([OH:34])=[O:33])=[O:29])[C:45](=[O:58])[C:44]=1[OH:59])=[O:42]. The yield is 0.0700.